This data is from Catalyst prediction with 721,799 reactions and 888 catalyst types from USPTO. The task is: Predict which catalyst facilitates the given reaction. (1) Reactant: [Br:1][C:2]1[CH:3]=[CH:4][C:5]([C:8](Cl)=[N:9][OH:10])=[N:6][CH:7]=1.[CH2:12]([OH:16])[CH2:13][CH:14]=[CH2:15].Cl[O-].[Na+]. Product: [Br:1][C:2]1[CH:3]=[CH:4][C:5]([C:8]2[CH2:15][CH:14]([CH2:13][CH2:12][OH:16])[O:10][N:9]=2)=[N:6][CH:7]=1. The catalyst class is: 7. (2) Reactant: [Cl:1][C:2]1[CH:3]=[C:4]([NH:9][C:10]2[N:15]=[C:14]([Cl:16])[N:13]=[CH:12][N:11]=2)[CH:5]=[CH:6][C:7]=1[F:8].[CH3:17]I.[H-].[Na+]. Product: [CH3:17][N:13]1[CH:12]=[N:11][C:10]([NH:9][C:4]2[CH:5]=[CH:6][C:7]([F:8])=[C:2]([Cl:1])[CH:3]=2)=[N:15][CH:14]1[Cl:16]. The catalyst class is: 3. (3) Reactant: N1(O[C:11]2[N:16]=[C:15]([NH:17][CH2:18][CH:19]3[CH2:24][CH2:23][CH2:22][N:21]([C:25]([O:27][CH2:28][C:29]4[CH:34]=[CH:33][CH:32]=[CH:31][CH:30]=4)=[O:26])[CH2:20]3)[C:14]([C:35](=[O:37])[NH2:36])=[CH:13][N:12]=2)C2C=CC=CC=2N=N1.[NH2:38][C:39]1[CH:44]=[CH:43][C:42]([N:45]2[CH2:50][CH2:49][N:48]([C:51](=[O:53])[CH3:52])[CH2:47][CH2:46]2)=[CH:41][CH:40]=1. Product: [C:51]([N:48]1[CH2:47][CH2:46][N:45]([C:42]2[CH:41]=[CH:40][C:39]([NH:38][C:11]3[N:16]=[C:15]([NH:17][CH2:18][CH:19]4[CH2:24][CH2:23][CH2:22][N:21]([C:25]([O:27][CH2:28][C:29]5[CH:30]=[CH:31][CH:32]=[CH:33][CH:34]=5)=[O:26])[CH2:20]4)[C:14]([C:35](=[O:37])[NH2:36])=[CH:13][N:12]=3)=[CH:44][CH:43]=2)[CH2:50][CH2:49]1)(=[O:53])[CH3:52]. The catalyst class is: 12. (4) Reactant: [N:1]1([CH2:6][CH2:7][C:8]2[CH:9]=[C:10]([CH2:13][OH:14])[NH:11][CH:12]=2)[CH2:5][CH2:4][CH2:3][CH2:2]1. Product: [N:1]1([CH2:6][CH2:7][C:8]2[CH:9]=[C:10]([CH:13]=[O:14])[NH:11][CH:12]=2)[CH2:5][CH2:4][CH2:3][CH2:2]1. The catalyst class is: 725. (5) Reactant: [OH:1][C:2]1[C:19]([N+:20]([O-:22])=[O:21])=[CH:18][C:5]2[CH2:6][CH2:7][N:8]([C:11]([O:13][C:14]([CH3:17])([CH3:16])[CH3:15])=[O:12])[CH2:9][CH2:10][C:4]=2[C:3]=1[CH3:23].Br[CH2:25][C:26]([O:28][CH3:29])=[O:27].C(=O)([O-])[O-].[K+].[K+].O. Product: [CH3:29][O:28][C:26](=[O:27])[CH2:25][O:1][C:2]1[C:19]([N+:20]([O-:22])=[O:21])=[CH:18][C:5]2[CH2:6][CH2:7][N:8]([C:11]([O:13][C:14]([CH3:16])([CH3:17])[CH3:15])=[O:12])[CH2:9][CH2:10][C:4]=2[C:3]=1[CH3:23]. The catalyst class is: 3. (6) Reactant: [O:1]1[CH2:5][CH2:4][O:3][CH:2]1[CH2:6][N:7]1[CH2:12][CH2:11][CH:10]([CH2:13][CH2:14][C:15]2[C:19]3[CH:20]=[CH:21][C:22]([CH2:26][NH:27][CH2:28][C:29]4[CH:36]=[CH:35][C:32]([C:33]#[N:34])=[CH:31][CH:30]=4)=[C:23]([CH:24]=O)[C:18]=3[O:17][N:16]=2)[CH2:9][CH2:8]1.[CH3:37][NH:38][CH3:39].[C:50]([O:49][BH-]([O:49][C:50](=[O:52])[CH3:51])[O:49][C:50](=[O:52])[CH3:51])(=[O:52])[CH3:51].[Na+].C(=O)(O)[O-].[Na+]. Product: [C:50]([OH:49])(=[O:52])/[CH:51]=[CH:6]/[C:2]([OH:3])=[O:1].[C:50]([OH:49])(=[O:52])/[CH:51]=[CH:6]/[C:2]([OH:3])=[O:1].[CH3:37][N:38]([CH2:24][C:23]1[C:18]2[O:17][N:16]=[C:15]([CH2:14][CH2:13][CH:10]3[CH2:11][CH2:12][N:7]([CH2:6][CH:2]4[O:1][CH2:5][CH2:4][O:3]4)[CH2:8][CH2:9]3)[C:19]=2[CH:20]=[CH:21][C:22]=1[CH2:26][NH:27][CH2:28][C:29]1[CH:30]=[CH:31][C:32]([C:33]#[N:34])=[CH:35][CH:36]=1)[CH3:39]. The catalyst class is: 411. (7) Reactant: [Cl:1][C:2]1[CH:18]=[CH:17][C:5]2[CH2:6][CH2:7][N:8]([C:11](=[O:16])[C:12]([F:15])([F:14])[F:13])[CH2:9][CH2:10][C:4]=2[C:3]=1OS(C(F)(F)F)(=O)=O.[CH:27]1([C:30]([NH:32][CH2:33][C:34]2[CH:41]=[CH:40][C:37]([CH2:38][NH2:39])=[CH:36][CH:35]=2)=[O:31])[CH2:29][CH2:28]1.C1C=CC(P(C2C(C3C(P(C4C=CC=CC=4)C4C=CC=CC=4)=CC=C4C=3C=CC=C4)=C3C(C=CC=C3)=CC=2)C2C=CC=CC=2)=CC=1.C(=O)([O-])[O-].[Cs+].[Cs+]. Product: [Cl:1][C:2]1[CH:18]=[CH:17][C:5]2[CH2:6][CH2:7][N:8]([C:11](=[O:16])[C:12]([F:15])([F:14])[F:13])[CH2:9][CH2:10][C:4]=2[C:3]=1[NH:39][CH2:38][C:37]1[CH:40]=[CH:41][C:34]([CH2:33][NH:32][C:30]([CH:27]2[CH2:28][CH2:29]2)=[O:31])=[CH:35][CH:36]=1. The catalyst class is: 101. (8) Reactant: [CH2:1]([C:5]1[N:6]=[C:7]([CH3:27])[NH:8][C:9](=[O:26])[C:10]=1[CH2:11][C:12]1[CH:17]=[CH:16][C:15]([C:18]2[C:19]([C:24]#[N:25])=[CH:20][CH:21]=[CH:22][CH:23]=2)=[CH:14][CH:13]=1)[CH2:2][CH2:3][CH3:4].[O:28]1[C:32]2[CH:33]=[CH:34][C:35](B(O)O)=[CH:36][C:31]=2[O:30][CH2:29]1.C(N(CC)CC)C.N1C=CC=CC=1. Product: [O:28]1[C:32]2[CH:33]=[CH:34][C:35]([N:8]3[C:9](=[O:26])[C:10]([CH2:11][C:12]4[CH:17]=[CH:16][C:15]([C:18]5[C:19]([C:24]#[N:25])=[CH:20][CH:21]=[CH:22][CH:23]=5)=[CH:14][CH:13]=4)=[C:5]([CH2:1][CH2:2][CH2:3][CH3:4])[N:6]=[C:7]3[CH3:27])=[CH:36][C:31]=2[O:30][CH2:29]1. The catalyst class is: 297.